From a dataset of NCI-60 drug combinations with 297,098 pairs across 59 cell lines. Regression. Given two drug SMILES strings and cell line genomic features, predict the synergy score measuring deviation from expected non-interaction effect. (1) Drug 1: C1=CC(=C2C(=C1NCCNCCO)C(=O)C3=C(C=CC(=C3C2=O)O)O)NCCNCCO. Drug 2: C(CC(=O)O)C(=O)CN.Cl. Cell line: A549. Synergy scores: CSS=37.6, Synergy_ZIP=-3.61, Synergy_Bliss=-6.01, Synergy_Loewe=-19.8, Synergy_HSA=-3.93. (2) Drug 1: CN(C)N=NC1=C(NC=N1)C(=O)N. Drug 2: CC(C1=C(C=CC(=C1Cl)F)Cl)OC2=C(N=CC(=C2)C3=CN(N=C3)C4CCNCC4)N. Cell line: EKVX. Synergy scores: CSS=-2.88, Synergy_ZIP=-1.07, Synergy_Bliss=-3.32, Synergy_Loewe=-11.5, Synergy_HSA=-5.07. (3) Drug 1: COC1=C(C=C2C(=C1)N=CN=C2NC3=CC(=C(C=C3)F)Cl)OCCCN4CCOCC4. Drug 2: C1=CN(C(=O)N=C1N)C2C(C(C(O2)CO)O)O.Cl. Cell line: HOP-62. Synergy scores: CSS=48.6, Synergy_ZIP=-2.09, Synergy_Bliss=-0.916, Synergy_Loewe=-2.56, Synergy_HSA=2.88. (4) Drug 1: CCCS(=O)(=O)NC1=C(C(=C(C=C1)F)C(=O)C2=CNC3=C2C=C(C=N3)C4=CC=C(C=C4)Cl)F. Drug 2: C1CNP(=O)(OC1)N(CCCl)CCCl. Cell line: COLO 205. Synergy scores: CSS=31.1, Synergy_ZIP=-3.21, Synergy_Bliss=-3.31, Synergy_Loewe=-46.6, Synergy_HSA=-3.84. (5) Drug 1: CC1=C(C(CCC1)(C)C)C=CC(=CC=CC(=CC(=O)O)C)C. Drug 2: CC=C1C(=O)NC(C(=O)OC2CC(=O)NC(C(=O)NC(CSSCCC=C2)C(=O)N1)C(C)C)C(C)C. Cell line: IGROV1. Synergy scores: CSS=53.5, Synergy_ZIP=0.271, Synergy_Bliss=0.511, Synergy_Loewe=-31.8, Synergy_HSA=1.61. (6) Drug 1: C(=O)(N)NO. Drug 2: CN1C2=C(C=C(C=C2)N(CCCl)CCCl)N=C1CCCC(=O)O.Cl. Cell line: COLO 205. Synergy scores: CSS=3.03, Synergy_ZIP=0.392, Synergy_Bliss=2.47, Synergy_Loewe=1.95, Synergy_HSA=1.73. (7) Cell line: NCI-H522. Drug 1: C1=C(C(=O)NC(=O)N1)F. Synergy scores: CSS=37.8, Synergy_ZIP=-8.78, Synergy_Bliss=-12.9, Synergy_Loewe=-18.5, Synergy_HSA=-7.68. Drug 2: CCC1=C2CN3C(=CC4=C(C3=O)COC(=O)C4(CC)O)C2=NC5=C1C=C(C=C5)O.